Task: Predict the reactants needed to synthesize the given product.. Dataset: Full USPTO retrosynthesis dataset with 1.9M reactions from patents (1976-2016) (1) Given the product [CH:26]([C:2]1[S:6][C:5]([C:7]2[S:8][C:9]([CH:20]=[O:21])=[CH:10][CH:11]=2)=[CH:4][CH:3]=1)=[O:27], predict the reactants needed to synthesize it. The reactants are: Br[C:2]1[S:6][C:5]([C:7]2[S:8][C:9](Br)=[CH:10][CH:11]=2)=[CH:4][CH:3]=1.C([Li])CCC.CN(C)[CH:20]=[O:21].Cl.C1C[O:27][CH2:26]C1. (2) Given the product [Cl:1][C:2]1[CH:3]=[C:4]([C@H:9]2[C@H:14]([N:15]([CH3:28])[C:16]([C:18]3[CH:23]=[CH:22][C:21]([C:24]([F:26])([F:25])[F:27])=[CH:20][N:19]=3)=[O:17])[CH2:13][CH2:12][N:11]([C:29]([C:31]3[N:32]([CH3:43])[C:33]4[C:34](=[O:40])[CH2:35][CH2:36][CH2:37][C:38]=4[CH:39]=3)=[O:30])[CH2:10]2)[CH:5]=[CH:6][C:7]=1[Cl:8], predict the reactants needed to synthesize it. The reactants are: [Cl:1][C:2]1[CH:3]=[C:4]([C@H:9]2[C@H:14]([N:15]([CH3:28])[C:16]([C:18]3[CH:23]=[CH:22][C:21]([C:24]([F:27])([F:26])[F:25])=[CH:20][N:19]=3)=[O:17])[CH2:13][CH2:12][N:11]([C:29]([C:31]3[NH:32][C:33]4[C:34](=[O:40])[CH2:35][CH2:36][CH2:37][C:38]=4[CH:39]=3)=[O:30])[CH2:10]2)[CH:5]=[CH:6][C:7]=1[Cl:8].[H-].[Na+].[CH3:43]I.O.